Dataset: Full USPTO retrosynthesis dataset with 1.9M reactions from patents (1976-2016). Task: Predict the reactants needed to synthesize the given product. Given the product [CH3:25][S:26][C:2]1[CH:3]=[CH:4][C:5]2[N:6]([C:8]([CH2:15][N:16]3[CH2:20][CH:19]([CH2:21][CH2:22][CH3:23])[CH2:18][C:17]3=[O:24])=[C:9]([C:11]([F:14])([F:13])[F:12])[N:10]=2)[N:7]=1, predict the reactants needed to synthesize it. The reactants are: Cl[C:2]1[CH:3]=[CH:4][C:5]2[N:6]([C:8]([CH2:15][N:16]3[CH2:20][CH:19]([CH2:21][CH2:22][CH3:23])[CH2:18][C:17]3=[O:24])=[C:9]([C:11]([F:14])([F:13])[F:12])[N:10]=2)[N:7]=1.[CH3:25][S-:26].[Na+].O.C(OCC)(=O)C.